From a dataset of Reaction yield outcomes from USPTO patents with 853,638 reactions. Predict the reaction yield, written as a fraction of the theoretical maximum amount of product (1.0 means a 100% yield; for example, 0.34 means a 34% yield). (1) The reactants are [Cl:1][C:2]1[CH:3]=[C:4]([C:9]([N:11]2[CH2:16][CH2:15][CH2:14][CH:13]([CH2:17][CH3:18])[CH2:12]2)=[O:10])[CH:5]=[N:6][C:7]=1Cl.[NH2:19][C:20]1[CH:21]=[CH:22][C:23]([O:26][CH3:27])=[N:24][CH:25]=1.C1C=CC(P(C2C(C3C(P(C4C=CC=CC=4)C4C=CC=CC=4)=CC=C4C=3C=CC=C4)=C3C(C=CC=C3)=CC=2)C2C=CC=CC=2)=CC=1.C(=O)([O-])[O-].[K+].[K+]. The catalyst is C1(C)C=CC=CC=1.CC([O-])=O.CC([O-])=O.[Pd+2].CCOC(C)=O. The product is [Cl:1][C:2]1[CH:3]=[C:4]([C:9]([N:11]2[CH2:16][CH2:15][CH2:14][CH:13]([CH2:17][CH3:18])[CH2:12]2)=[O:10])[CH:5]=[N:6][C:7]=1[NH:19][C:20]1[CH:25]=[N:24][C:23]([O:26][CH3:27])=[CH:22][CH:21]=1. The yield is 0.150. (2) The reactants are [CH3:1][C:2]1[N:7]=[C:6]([NH2:8])[CH:5]=[CH:4][N:3]=1.C[Al](C)C.[F:13][C:14]1[CH:15]=[C:16]([N:21]2[C:25]([CH3:26])=[C:24]([C:27](OCC)=[O:28])[N:23]=[N:22]2)[CH:17]=[C:18]([F:20])[CH:19]=1. The catalyst is O1CCOCC1. The product is [F:20][C:18]1[CH:17]=[C:16]([N:21]2[C:25]([CH3:26])=[C:24]([C:27]([NH:8][C:6]3[CH:5]=[CH:4][N:3]=[C:2]([CH3:1])[N:7]=3)=[O:28])[N:23]=[N:22]2)[CH:15]=[C:14]([F:13])[CH:19]=1. The yield is 0.201. (3) The reactants are [Cl-].[CH3:2][O:3]C[P+](C1C=CC=CC=1)(C1C=CC=CC=1)C1C=CC=CC=1.C[Si]([N-][Si](C)(C)C)(C)C.[K+].O=[C:35]1[CH:40]2[CH2:41][CH2:42][CH:36]1[CH2:37][CH:38]([C:43]1[NH:51][C:50]3[C:49](=[O:52])[N:48]([CH2:53][CH2:54][CH3:55])[C:47](=[O:56])[N:46]([CH2:57][CH2:58][CH3:59])[C:45]=3[N:44]=1)[CH2:39]2. The catalyst is C1(C)C=CC=CC=1. The product is [O:56]=[C:47]1[N:46]([CH2:57][CH2:58][CH3:59])[C:45]2[N:44]=[C:43]([CH:38]3[CH2:37][CH:36]4[CH:35]([CH:2]=[O:3])[CH:40]([CH2:41][CH2:42]4)[CH2:39]3)[NH:51][C:50]=2[C:49](=[O:52])[N:48]1[CH2:53][CH2:54][CH3:55]. The yield is 0.700. (4) The reactants are [NH2:1][CH2:2][CH2:3][CH2:4][CH2:5][N:6]1[C:14]2[CH:13]=[CH:12][N:11]=[C:10]([NH2:15])[C:9]=2[N:8]=[C:7]1[S:16][C:17]1[C:25]([I:26])=[CH:24][C:20]2[O:21][CH2:22][O:23][C:19]=2[CH:18]=1.[C:27](OC(=O)C)(=[O:29])[CH3:28]. The catalyst is C(O)(=O)C.C(Cl)Cl. The product is [NH2:15][C:10]1[C:9]2[N:8]=[C:7]([S:16][C:17]3[C:25]([I:26])=[CH:24][C:20]4[O:21][CH2:22][O:23][C:19]=4[CH:18]=3)[N:6]([CH2:5][CH2:4][CH2:3][CH2:2][NH:1][C:27](=[O:29])[CH3:28])[C:14]=2[CH:13]=[CH:12][N:11]=1. The yield is 0.270. (5) The reactants are [C:1]1([SH:7])[CH:6]=[CH:5][CH:4]=[CH:3][CH:2]=1.[F-].[Cs+].CS(O[C@H:15]1[CH2:20][CH2:19][C@@H:18]([C:21]2[CH:26]=[CH:25][C:24]([O:27][Si](C(C)(C)C)(C)C)=[CH:23][C:22]=2[O:35][Si](C(C)(C)C)(C)C)[CH2:17][CH2:16]1)(=O)=O.C(=O)([O-])O.[Na+]. The catalyst is CN(C)C=O. The product is [C:1]1([S:7][C@H:15]2[CH2:16][CH2:17][C@H:18]([C:21]3[CH:26]=[CH:25][C:24]([OH:27])=[CH:23][C:22]=3[OH:35])[CH2:19][CH2:20]2)[CH:6]=[CH:5][CH:4]=[CH:3][CH:2]=1. The yield is 0.400. (6) The reactants are [C:1]([O:8][CH3:9])(=[O:7])[CH2:2][C:3]([O:5][CH3:6])=[O:4].[C:10]([O-])(=O)[CH2:11][C:12]([O-])=O.[CH2:17](N1CCOCC1)C.[CH:25]1[CH:30]=[C:29]2N=N[N:33](O)[C:28]2=[CH:27][CH:26]=1.O.CCN=C=NCCCN(C)C.[C:47]([C:51]1[CH:52]=[C:53]([CH:60]=[CH:61][CH:62]=1)[O:54][CH:55]([CH3:59])[C:56]([OH:58])=O)([CH3:50])([CH3:49])[CH3:48]. The catalyst is CN(C=O)C. The product is [C:47]([C:51]1[CH:52]=[C:53]([CH:60]=[CH:61][CH:62]=1)[O:54][CH:55]([CH3:59])[C:56]([NH:33][C:28]1[CH:27]=[CH:26][C:25]([CH:10]([CH:2]([C:1]([O:8][CH3:9])=[O:7])[C:3]([O:5][CH3:6])=[O:4])[C:11]#[C:12][CH3:17])=[CH:30][CH:29]=1)=[O:58])([CH3:48])([CH3:49])[CH3:50]. The yield is 0.740. (7) The reactants are [F:1][C:2]1[CH:7]=[CH:6][C:5]([C:8]2[CH:12]=[C:11]([NH:13]/[C:14](/[NH:26][CH2:27][CH:28]([CH3:30])[CH3:29])=[N:15]\[C:16](=[O:25])[C:17]3[CH:22]=[CH:21][CH:20]=[C:19]([S:23][CH3:24])[CH:18]=3)[NH:10][N:9]=2)=[CH:4][CH:3]=1.I(O)(=O)(=O)=[O:32]. The catalyst is CC(C)=O.C(#N)C. The product is [F:1][C:2]1[CH:7]=[CH:6][C:5]([C:8]2[CH:12]=[C:11]([NH:13]/[C:14](/[NH:26][CH2:27][CH:28]([CH3:30])[CH3:29])=[N:15]\[C:16](=[O:25])[C:17]3[CH:22]=[CH:21][CH:20]=[C:19]([S:23]([CH3:24])=[O:32])[CH:18]=3)[NH:10][N:9]=2)=[CH:4][CH:3]=1. The yield is 0.770.